Dataset: Catalyst prediction with 721,799 reactions and 888 catalyst types from USPTO. Task: Predict which catalyst facilitates the given reaction. (1) Reactant: [CH:1]12[CH2:7][CH:4]([CH:5]=[CH:6]1)[CH2:3][CH:2]2[CH2:8][OH:9].[C:10]1(=[O:16])[O:15][C:13](=[O:14])[CH:12]=[CH:11]1.CC(N=NC(C#N)(C)C)(C#N)C. Product: [CH:1]12[CH2:7][CH:4]([CH:5]=[CH:6]1)[CH2:3][CH:2]2[CH2:8][OH:9].[C:13]1(=[O:14])[O:15][C:10](=[O:16])[CH:11]=[CH:12]1. The catalyst class is: 7. (2) Reactant: [O:1]=[C:2]1[CH:9]=[C:8]2[CH:4]([CH2:5][C:6]([C:15]([O:17][CH2:18][CH3:19])=[O:16])([C:10]([O:12][CH2:13][CH3:14])=[O:11])[CH2:7]2)[CH2:3]1. Product: [O:1]=[C:2]1[CH2:3][CH:4]2[CH:8]([CH2:7][C:6]([C:10]([O:12][CH2:13][CH3:14])=[O:11])([C:15]([O:17][CH2:18][CH3:19])=[O:16])[CH2:5]2)[CH2:9]1. The catalyst class is: 50. (3) Reactant: [Na+].[Cl:2][C:3]1[CH:4]=[C:5]([CH:21]=[CH:22][C:23]=1[Cl:24])[CH2:6][C:7]1[NH:8][C:9](=[O:20])[C:10]2[C:15]([CH3:16])=[C:14]([C:17]([O-:19])=[O:18])[S:13][C:11]=2[N:12]=1.[OH-].[Na+].Cl. Product: [Cl:2][C:3]1[CH:4]=[C:5]([CH:21]=[CH:22][C:23]=1[Cl:24])[CH2:6][C:7]1[NH:8][C:9](=[O:20])[C:10]2[C:15]([CH3:16])=[C:14]([C:17]([OH:19])=[O:18])[S:13][C:11]=2[N:12]=1. The catalyst class is: 6. (4) Reactant: C([O:3][C:4]1[N:5]([C:23]2[CH:28]=[CH:27][CH:26]=[C:25]([C:29]([F:32])([F:31])[F:30])[CH:24]=2)[C:6]([CH3:22])=[C:7]([C:9]2[N:13]([C:14]3[CH:21]=[CH:20][C:17]([C:18]#[N:19])=[CH:16][CH:15]=3)[N:12]=[CH:11][CH:10]=2)[N:8]=1)C.Br[CH2:34][CH2:35][CH2:36][S:37]([CH3:40])(=[O:39])=[O:38].[OH-].[Na+]. Product: [CH3:22][C:6]1[N:5]([C:23]2[CH:28]=[CH:27][CH:26]=[C:25]([C:29]([F:31])([F:32])[F:30])[CH:24]=2)[C:4](=[O:3])[N:8]([CH2:34][CH2:35][CH2:36][S:37]([CH3:40])(=[O:39])=[O:38])[C:7]=1[C:9]1[N:13]([C:14]2[CH:15]=[CH:16][C:17]([C:18]#[N:19])=[CH:20][CH:21]=2)[N:12]=[CH:11][CH:10]=1. The catalyst class is: 47. (5) Reactant: O=C1C2C(=CC=CC=2)C(=O)[N:3]1[CH2:12][CH2:13][N:14]([C:37]1[CH:42]=[CH:41][C:40]([F:43])=[CH:39][CH:38]=1)[C:15]([N:17]1[CH2:26][CH2:25][C:24]2[C:19](=[CH:20][CH:21]=[CH:22][CH:23]=2)[C@H:18]1[C:27]1[CH:32]=[CH:31][C:30]([C:33]([F:36])([F:35])[F:34])=[CH:29][CH:28]=1)=[O:16].NN. Product: [NH2:3][CH2:12][CH2:13][N:14]([C:37]1[CH:38]=[CH:39][C:40]([F:43])=[CH:41][CH:42]=1)[C:15]([N:17]1[CH2:26][CH2:25][C:24]2[C:19](=[CH:20][CH:21]=[CH:22][CH:23]=2)[C@H:18]1[C:27]1[CH:32]=[CH:31][C:30]([C:33]([F:35])([F:34])[F:36])=[CH:29][CH:28]=1)=[O:16]. The catalyst class is: 14. (6) Reactant: [F-:1].[Cs+].O[C:4]1[CH:5]=[C:6]2[C:12]([C:13]([O:15][CH3:16])=[O:14])=[N:11][N:10]([CH2:17][O:18][CH2:19][CH2:20][Si:21]([CH3:24])([CH3:23])[CH3:22])[C:7]2=[N:8][CH:9]=1. Product: [F:1][C:4]1[CH:5]=[C:6]2[C:12]([C:13]([O:15][CH3:16])=[O:14])=[N:11][N:10]([CH2:17][O:18][CH2:19][CH2:20][Si:21]([CH3:24])([CH3:23])[CH3:22])[C:7]2=[N:8][CH:9]=1. The catalyst class is: 11.